This data is from Catalyst prediction with 721,799 reactions and 888 catalyst types from USPTO. The task is: Predict which catalyst facilitates the given reaction. (1) Reactant: [CH3:1][C:2]1([CH3:12])[O:6][C@H:5]([CH2:7][C:8](O)=[O:9])[C:4](=[O:11])[O:3]1.C(N(S(F)(F)[F:19])CC)C. Product: [CH3:1][C:2]1([CH3:12])[O:6][C@H:5]([CH2:7][C:8]([F:19])=[O:9])[C:4](=[O:11])[O:3]1. The catalyst class is: 2. (2) Reactant: [N+:1]([O-:4])(O)=[O:2].[N:5]1[CH:10]=[CH:9][CH:8]=[CH:7][C:6]=1[CH2:11][C:12]([N:14]1[C:22]2[C:17](=[CH:18][CH:19]=[CH:20][CH:21]=2)[CH2:16][CH2:15]1)=[O:13].C(=O)([O-])[O-].[K+].[K+]. Product: [N+:1]([C:19]1[CH:18]=[C:17]2[C:22](=[CH:21][CH:20]=1)[N:14]([C:12](=[O:13])[CH2:11][C:6]1[CH:7]=[CH:8][CH:9]=[CH:10][N:5]=1)[CH2:15][CH2:16]2)([O-:4])=[O:2]. The catalyst class is: 15. (3) Reactant: [C:1]([NH:4][C@@H:5]([CH2:11][CH2:12][CH:13]([Br:17])[CH2:14][CH2:15][CH3:16])[C:6]([O:8]CC)=[O:7])(=[O:3])[CH3:2].[OH-].[Na+]. Product: [C:1]([NH:4][CH:5]([CH2:11][CH2:12][CH:13]([Br:17])[CH2:14][CH2:15][CH3:16])[C:6]([OH:8])=[O:7])(=[O:3])[CH3:2]. The catalyst class is: 14. (4) Reactant: [NH2:1][C@@H:2]1[CH2:7][CH2:6][CH2:5][N:4]([C:8]([O:10][C:11]([CH3:14])([CH3:13])[CH3:12])=[O:9])[CH2:3]1.C(N(C(C)C)CC)(C)C.Cl[C:25]1[C:30]([C:31]#[N:32])=[CH:29][N:28]=[C:27]([C:33]2[N:37]3[CH:38]=[C:39]([F:42])[CH:40]=[CH:41][C:36]3=[N:35][CH:34]=2)[N:26]=1. Product: [C:31]([C:30]1[C:29]([NH:1][C@@H:2]2[CH2:7][CH2:6][CH2:5][N:4]([C:8]([O:10][C:11]([CH3:14])([CH3:13])[CH3:12])=[O:9])[CH2:3]2)=[N:28][C:27]([C:33]2[N:37]3[CH:38]=[C:39]([F:42])[CH:40]=[CH:41][C:36]3=[N:35][CH:34]=2)=[N:26][CH:25]=1)#[N:32]. The catalyst class is: 7. (5) Reactant: [NH2:1][C@H:2]1[CH2:6][CH2:5][N:4]([CH2:7][C:8]2[CH:13]=[CH:12][C:11]([NH2:14])=[C:10]([N+:15]([O-:17])=[O:16])[CH:9]=2)[C:3]1=[O:18].[CH3:19][O:20][C:21]1[CH:30]=[C:29]2[C:24]([CH:25]=[CH:26][C:27]([S:31](Cl)(=[O:33])=[O:32])=[CH:28]2)=[CH:23][CH:22]=1. Product: [NH2:14][C:11]1[CH:12]=[CH:13][C:8]([CH2:7][N:4]2[CH2:5][CH2:6][C@H:2]([NH:1][S:31]([C:27]3[CH:26]=[CH:25][C:24]4[C:29](=[CH:30][C:21]([O:20][CH3:19])=[CH:22][CH:23]=4)[CH:28]=3)(=[O:33])=[O:32])[C:3]2=[O:18])=[CH:9][C:10]=1[N+:15]([O-:17])=[O:16]. The catalyst class is: 2. (6) Reactant: [OH-].[Na+:2].C([O:5][C:6](=[O:22])[CH2:7][C:8]1[NH:9][C:10](=[O:21])[C:11]([Cl:20])=[C:12]([N:14]2[CH2:19][CH2:18][O:17][CH2:16][CH2:15]2)[N:13]=1)C. Product: [Cl:20][C:11]1[C:10](=[O:21])[NH:9][C:8]([CH2:7][C:6]([O-:22])=[O:5])=[N:13][C:12]=1[N:14]1[CH2:15][CH2:16][O:17][CH2:18][CH2:19]1.[Na+:2]. The catalyst class is: 1. (7) Reactant: [C:1]([C:3]1[CH:4]=[C:5]([C:13]2[O:17][N:16]=[C:15]([C:18]3[CH:23]=[CH:22][C:21]([O:24][CH2:25][CH2:26][CH2:27][CH2:28][C:29]([O:31]CC)=[O:30])=[CH:20][C:19]=3[CH2:34][CH3:35])[N:14]=2)[CH:6]=[CH:7][C:8]=1[O:9][CH:10]([CH3:12])[CH3:11])#[N:2].[OH-].[Na+]. Product: [C:1]([C:3]1[CH:4]=[C:5]([C:13]2[O:17][N:16]=[C:15]([C:18]3[CH:23]=[CH:22][C:21]([O:24][CH2:25][CH2:26][CH2:27][CH2:28][C:29]([OH:31])=[O:30])=[CH:20][C:19]=3[CH2:34][CH3:35])[N:14]=2)[CH:6]=[CH:7][C:8]=1[O:9][CH:10]([CH3:12])[CH3:11])#[N:2]. The catalyst class is: 252. (8) Reactant: [N+:1]([C:4]1[CH:5]=[C:6]2[C:10](=[CH:11][CH:12]=1)[NH:9][CH2:8][CH2:7]2)([O-:3])=[O:2].[OH-].[K+].[CH3:15]I.O. Product: [CH3:15][N:9]1[C:10]2[C:6](=[CH:5][C:4]([N+:1]([O-:3])=[O:2])=[CH:12][CH:11]=2)[CH2:7][CH2:8]1. The catalyst class is: 21. (9) Reactant: [CH:1](=[N:8][N:9]([C:11]1[CH:16]=[CH:15][C:14]([CH2:17][OH:18])=[CH:13][CH:12]=1)[CH3:10])[C:2]1[CH:7]=[CH:6][CH:5]=[CH:4][CH:3]=1. Product: [CH:1](=[N:8][N:9]([C:11]1[CH:12]=[CH:13][C:14]([CH:17]=[O:18])=[CH:15][CH:16]=1)[CH3:10])[C:2]1[CH:3]=[CH:4][CH:5]=[CH:6][CH:7]=1. The catalyst class is: 485.